This data is from Reaction yield outcomes from USPTO patents with 853,638 reactions. The task is: Predict the reaction yield, written as a fraction of the theoretical maximum amount of product (1.0 means a 100% yield; for example, 0.34 means a 34% yield). (1) The reactants are [CH:1]1([CH:7]([NH:20][C:21]2[CH:26]=[CH:25][C:24]([C:27]([N:29]([CH3:37])[CH2:30][CH2:31][C:32]([O:34]CC)=[O:33])=[O:28])=[CH:23][CH:22]=2)[C:8]2[O:9][C:10]3[CH:18]=[CH:17][C:16]([F:19])=[CH:15][C:11]=3[C:12]=2[O:13][CH3:14])[CH2:6][CH2:5][CH2:4][CH2:3][CH2:2]1.[OH-].[Na+]. The catalyst is C(O)C. The product is [CH:1]1([CH:7]([NH:20][C:21]2[CH:22]=[CH:23][C:24]([C:27]([N:29]([CH3:37])[CH2:30][CH2:31][C:32]([OH:34])=[O:33])=[O:28])=[CH:25][CH:26]=2)[C:8]2[O:9][C:10]3[CH:18]=[CH:17][C:16]([F:19])=[CH:15][C:11]=3[C:12]=2[O:13][CH3:14])[CH2:6][CH2:5][CH2:4][CH2:3][CH2:2]1. The yield is 0.520. (2) The reactants are [Br:1][C:2]1[C:7]([O:8][CH2:9][O:10][CH3:11])=[CH:6][C:5]([O:12][CH2:13][O:14][CH3:15])=[CH:4][C:3]=1[CH2:16][OH:17].[H-].[Na+].[CH3:20]I. The catalyst is C1COCC1.CCOCC. The product is [Br:1][C:2]1[C:3]([CH2:16][O:17][CH3:20])=[CH:4][C:5]([O:12][CH2:13][O:14][CH3:15])=[CH:6][C:7]=1[O:8][CH2:9][O:10][CH3:11]. The yield is 0.700. (3) The reactants are [Br:1][C:2]1[CH:7]=[CH:6][C:5]([C@@H:8]([N:10]2[CH2:15][CH2:14][C:13]([CH2:19][CH2:20][CH2:21][OH:22])([CH:16]([CH3:18])[CH3:17])[O:12][C:11]2=[O:23])[CH3:9])=[CH:4][CH:3]=1.CC(C)=[O:26].OS(O)(=O)=O.O=[Cr](=O)=O. The catalyst is CC(C)=O. The product is [Br:1][C:2]1[CH:7]=[CH:6][C:5]([C@@H:8]([N:10]2[CH2:15][CH2:14][C:13]([CH2:19][CH2:20][C:21]([OH:26])=[O:22])([CH:16]([CH3:17])[CH3:18])[O:12][C:11]2=[O:23])[CH3:9])=[CH:4][CH:3]=1. The yield is 0.950. (4) The reactants are [CH2:1]([O:3][CH:4]([O:7][CH2:8][CH3:9])[CH2:5][NH2:6])[CH3:2].[C:10]1([CH2:16][CH2:17][CH2:18]Br)[CH:15]=[CH:14][CH:13]=[CH:12][CH:11]=1. No catalyst specified. The product is [CH2:1]([O:3][CH:4]([O:7][CH2:8][CH3:9])[CH2:5][NH:6][CH2:18][CH2:17][CH2:16][C:10]1[CH:15]=[CH:14][CH:13]=[CH:12][CH:11]=1)[CH3:2]. The yield is 0.270. (5) The reactants are [F:1][C:2]1[CH:3]=[C:4]([CH:7]=[CH:8][CH:9]=1)[CH2:5][NH2:6].[C:10]([N:17]1[CH2:22][CH2:21][C:20](=O)[CH2:19][CH2:18]1)([O:12][C:13]([CH3:16])([CH3:15])[CH3:14])=[O:11]. No catalyst specified. The product is [C:13]([O:12][C:10]([N:17]1[CH2:22][CH2:21][CH:20]([NH:6][CH2:5][C:4]2[CH:7]=[CH:8][CH:9]=[C:2]([F:1])[CH:3]=2)[CH2:19][CH2:18]1)=[O:11])([CH3:16])([CH3:14])[CH3:15]. The yield is 0.910. (6) The reactants are [CH2:1]([O:8][C:9]1[CH:10]=[C:11]2[C:16](=[CH:17][CH:18]=1)[CH:15]=[C:14]([C:19]1[N:24]=[C:23](S(C)(=O)=O)[N:22]3[N:29]=[CH:30][CH:31]=[C:21]3[CH:20]=1)[CH:13]=[CH:12]2)[C:2]1[CH:7]=[CH:6][CH:5]=[CH:4][CH:3]=1.[C:32]([O:36][C:37](=[O:46])[NH:38][C:39]1[CH:44]=[CH:43][C:42]([NH2:45])=[CH:41][CH:40]=1)([CH3:35])([CH3:34])[CH3:33]. No catalyst specified. The product is [C:32]([O:36][C:37](=[O:46])[NH:38][C:39]1[CH:40]=[CH:41][C:42]([NH:45][C:23]2[N:22]3[N:29]=[CH:30][CH:31]=[C:21]3[CH:20]=[C:19]([C:14]3[CH:13]=[CH:12][C:11]4[C:16](=[CH:17][CH:18]=[C:9]([O:8][CH2:1][C:2]5[CH:7]=[CH:6][CH:5]=[CH:4][CH:3]=5)[CH:10]=4)[CH:15]=3)[N:24]=2)=[CH:43][CH:44]=1)([CH3:35])([CH3:33])[CH3:34]. The yield is 0.460. (7) The reactants are CC(OI1(OC(C)=O)(OC(C)=O)OC(=O)C2C=CC=CC1=2)=O.[Cl:23][C:24]1[CH:29]=[CH:28][C:27]([C:30]2[CH:35]=[N:34][N:33]3[C:36](=[O:46])[N:37]([CH2:39][CH:40]([OH:45])[CH2:41][O:42][CH2:43][CH3:44])[N:38]=[C:32]3[C:31]=2[C:47]2[CH:52]=[CH:51][C:50]([Cl:53])=[CH:49][CH:48]=2)=[CH:26][CH:25]=1. The catalyst is C(Cl)Cl. The product is [Cl:23][C:24]1[CH:25]=[CH:26][C:27]([C:30]2[CH:35]=[N:34][N:33]3[C:36](=[O:46])[N:37]([CH2:39][C:40](=[O:45])[CH2:41][O:42][CH2:43][CH3:44])[N:38]=[C:32]3[C:31]=2[C:47]2[CH:48]=[CH:49][C:50]([Cl:53])=[CH:51][CH:52]=2)=[CH:28][CH:29]=1. The yield is 0.950. (8) The reactants are [OH:1][C:2]1[CH:15]=[CH:14][C:5]([C:6]([C:8]2[CH:13]=[CH:12][CH:11]=[CH:10][CH:9]=2)=O)=[CH:4][CH:3]=1. The catalyst is [Zn].Cl[Ti](Cl)(Cl)Cl. The product is [OH:1][C:2]1[CH:15]=[CH:14][C:5]([C:6]([C:8]2[CH:13]=[CH:12][CH:11]=[CH:10][CH:9]=2)=[C:6]([C:5]2[CH:4]=[CH:3][C:2]([OH:1])=[CH:15][CH:14]=2)[C:8]2[CH:9]=[CH:10][CH:11]=[CH:12][CH:13]=2)=[CH:4][CH:3]=1. The yield is 0.902. (9) The reactants are [Br:1][C:2]1[CH:3]=[C:4]([NH:13][CH:14]2[CH2:18][CH2:17][CH2:16][CH2:15]2)[C:5]([CH3:12])=[C:6]([CH:11]=1)[C:7]([O:9][CH3:10])=[O:8].[C:19](=O)([O-])[O-].[Cs+].[Cs+].CI. The catalyst is C(#N)C. The product is [Br:1][C:2]1[CH:3]=[C:4]([N:13]([CH:14]2[CH2:18][CH2:17][CH2:16][CH2:15]2)[CH3:19])[C:5]([CH3:12])=[C:6]([CH:11]=1)[C:7]([O:9][CH3:10])=[O:8]. The yield is 0.820.